From a dataset of Reaction yield outcomes from USPTO patents with 853,638 reactions. Predict the reaction yield, written as a fraction of the theoretical maximum amount of product (1.0 means a 100% yield; for example, 0.34 means a 34% yield). (1) The yield is 0.600. The catalyst is C1COCC1. The product is [N:1]1[N:8]2[C:4]([O:5][C:6]3[CH2:12][O:11][CH2:10][CH2:9][C:7]=32)=[CH:3][C:2]=1[CH2:13][OH:14]. The reactants are [N:1]1[N:8]2[C:4]([O:5][C:6]3[CH2:12][O:11][CH2:10][CH2:9][C:7]=32)=[CH:3][C:2]=1[C:13]([O-])=[O:14].[BH4-].[Li+].CO. (2) The reactants are [C:1]([O:9][C:10]1[C:18]([O:19][CH3:20])=[CH:17][C:13]([C:14]([OH:16])=O)=[C:12]([N+:21]([O-:23])=[O:22])[CH:11]=1)(=O)[C:2]1[CH:7]=[CH:6][CH:5]=[CH:4][CH:3]=1.[NH:24]1[CH2:29][CH2:28][CH2:27][CH2:26][C@@H:25]1[C:30]([O:32][CH3:33])=[O:31].C(Cl)CCl.CCN(C(C)C)C(C)C. The catalyst is CC(N(C)C)=O. The product is [CH2:1]([O:9][C:10]1[C:18]([O:19][CH3:20])=[CH:17][C:13]([C:14]([N:24]2[CH2:29][CH2:28][CH2:27][CH2:26][C@@H:25]2[C:30]([O:32][CH3:33])=[O:31])=[O:16])=[C:12]([N+:21]([O-:23])=[O:22])[CH:11]=1)[C:2]1[CH:3]=[CH:4][CH:5]=[CH:6][CH:7]=1. The yield is 0.740. (3) The reactants are C([N:8]1[CH2:12][CH2:11][C:10]([C:15]2[CH:20]=[CH:19][C:18]([F:21])=[C:17]([Cl:22])[CH:16]=2)([O:13][CH3:14])[CH2:9]1)C1C=CC=CC=1.ClC(OC(Cl)C)=O. The catalyst is ClCCCl. The product is [Cl:22][C:17]1[CH:16]=[C:15]([C:10]2([O:13][CH3:14])[CH2:11][CH2:12][NH:8][CH2:9]2)[CH:20]=[CH:19][C:18]=1[F:21]. The yield is 0.530.